From a dataset of Forward reaction prediction with 1.9M reactions from USPTO patents (1976-2016). Predict the product of the given reaction. (1) Given the reactants [NH:1]1[CH2:6][CH2:5][C:4](=[O:7])[CH2:3][CH2:2]1.[C:8]([O:12][C:13](O[C:13]([O:12][C:8]([CH3:11])([CH3:10])[CH3:9])=[O:14])=[O:14])([CH3:11])([CH3:10])[CH3:9], predict the reaction product. The product is: [C:13]([N:1]1[CH2:6][CH2:5][C:4](=[O:7])[CH2:3][CH2:2]1)([O:12][C:8]([CH3:11])([CH3:10])[CH3:9])=[O:14]. (2) Given the reactants CC1(C)C(C)(C)OB([C:9]2[C:10]([C:33](OC)=[O:34])=[N:11][N:12]([C:14]([C:27]3[CH:32]=[CH:31][CH:30]=[CH:29][CH:28]=3)([C:21]3[CH:26]=[CH:25][CH:24]=[CH:23][CH:22]=3)[C:15]3[CH:20]=[CH:19][CH:18]=[CH:17][CH:16]=3)[CH:13]=2)O1.[Cl:38][C:39]1[CH:44]=[CH:43][N:42]=[C:41]([NH2:45])[C:40]=1I.COC1C=CC=C(OC)C=1C1C=CC=CC=1P(C1CCCCC1)C1CCCCC1.C([O-])([O-])=O.[K+].[K+], predict the reaction product. The product is: [Cl:38][C:39]1[C:40]2[C:9]3[C:10](=[N:11][N:12]([C:14]([C:21]4[CH:26]=[CH:25][CH:24]=[CH:23][CH:22]=4)([C:27]4[CH:32]=[CH:31][CH:30]=[CH:29][CH:28]=4)[C:15]4[CH:20]=[CH:19][CH:18]=[CH:17][CH:16]=4)[CH:13]=3)[C:33](=[O:34])[NH:45][C:41]=2[N:42]=[CH:43][CH:44]=1. (3) Given the reactants N[C:2]1[CH:3]=[C:4]([S:8]([N:11]([C:18]2[CH:23]=[CH:22][CH:21]=[CH:20][C:19]=2[C:24]([OH:41])([C:37]([F:40])([F:39])[F:38])[C:25]#[C:26][C:27]2[CH:32]=[CH:31][C:30]([S:33]([CH3:36])(=[O:35])=[O:34])=[CH:29][CH:28]=2)[CH2:12][CH2:13][C:14]([F:17])([F:16])[F:15])(=[O:10])=[O:9])[CH:5]=[CH:6][CH:7]=1.N([O-])=[O:43].[Na+], predict the reaction product. The product is: [OH:43][C:2]1[CH:3]=[C:4]([S:8]([N:11]([C:18]2[CH:23]=[CH:22][CH:21]=[CH:20][C:19]=2[C:24]([OH:41])([C:37]([F:40])([F:39])[F:38])[C:25]#[C:26][C:27]2[CH:32]=[CH:31][C:30]([S:33]([CH3:36])(=[O:35])=[O:34])=[CH:29][CH:28]=2)[CH2:12][CH2:13][C:14]([F:17])([F:16])[F:15])(=[O:10])=[O:9])[CH:5]=[CH:6][CH:7]=1. (4) The product is: [Br:1][C:2]1[CH:3]=[CH:4][C:5]([C@@H:8]([C:18]2[CH:19]=[CH:20][CH:21]=[CH:22][CH:23]=2)[O:9][C@@H:10]([CH2:14][CH:15]([CH3:16])[CH3:17])[C:11]([NH:39][CH2:34][C:33]#[N:32])=[O:13])=[CH:6][CH:7]=1. Given the reactants [Br:1][C:2]1[CH:7]=[CH:6][C:5]([C@@H:8]([C:18]2[CH:23]=[CH:22][CH:21]=[CH:20][CH:19]=2)[O:9][C@@H:10]([CH2:14][CH:15]([CH3:17])[CH3:16])[C:11]([OH:13])=O)=[CH:4][CH:3]=1.CN(C(O[N:32]1N=[N:39][C:34]2C=CC=N[C:33]1=2)=[N+](C)C)C.F[P-](F)(F)(F)(F)F.CCN(CC)CC.Cl.NCC#N.C(=O)(O)[O-].[Na+], predict the reaction product. (5) The product is: [CH3:13][O:12][C:8]1[CH:7]=[C:6]2[C:11]([C:2]([O:37][C:34]3[N:35]=[CH:36][C:31]([NH:30][C:23]4[C:24]5[C:29](=[CH:28][CH:27]=[CH:26][CH:25]=5)[C:20]([C:14]5[CH:15]=[CH:16][CH:17]=[CH:18][CH:19]=5)=[N:21][N:22]=4)=[CH:32][CH:33]=3)=[CH:3][CH:4]=[N:5]2)=[N:10][CH:9]=1. Given the reactants Cl[C:2]1[CH:3]=[CH:4][N:5]=[C:6]2[C:11]=1[N:10]=[CH:9][C:8]([O:12][CH3:13])=[CH:7]2.[C:14]1([C:20]2[C:29]3[C:24](=[CH:25][CH:26]=[CH:27][CH:28]=3)[C:23]([NH:30][C:31]3[CH:32]=[CH:33][C:34]([OH:37])=[N:35][CH:36]=3)=[N:22][N:21]=2)[CH:19]=[CH:18][CH:17]=[CH:16][CH:15]=1.C(=O)([O-])[O-].[Cs+].[Cs+], predict the reaction product.